Dataset: Reaction yield outcomes from USPTO patents with 853,638 reactions. Task: Predict the reaction yield, written as a fraction of the theoretical maximum amount of product (1.0 means a 100% yield; for example, 0.34 means a 34% yield). (1) The reactants are [F:1][C:2]([F:33])([F:32])[C:3]1[CH:4]=[C:5]([CH:29]=[CH:30][CH:31]=1)[CH2:6][NH:7][C:8](=[O:28])[C:9]1[CH:14]=[CH:13][N:12]=[C:11]([C:15]2[CH:20]=[C:19]([N:21]3[CH2:26][CH2:25][CH2:24][CH2:23][CH2:22]3)[CH:18]=[CH:17][C:16]=2[NH2:27])[CH:10]=1.ClC[C:36]1[N:41]=[C:40]([C:42]([OH:44])=O)[CH:39]=[CH:38][CH:37]=1.[CH3:45]CN=C=NCCCN(C)C.[ClH:56]. The catalyst is ClCCl.CN(C)C1C=CN=CC=1. The product is [F:33][C:2]([F:1])([F:32])[C:3]1[CH:4]=[C:5]([CH:29]=[CH:30][CH:31]=1)[CH2:6][NH:7][C:8](=[O:28])[C:9]1[CH:14]=[CH:13][N:12]=[C:11]([C:15]2[CH:20]=[C:19]([N:21]3[CH2:26][CH2:25][CH2:24][CH2:23][CH2:22]3)[CH:18]=[CH:17][C:16]=2[NH:27][C:42](=[O:44])[C:40]2([CH2:45][Cl:56])[CH:39]=[CH:38][CH:37]=[CH:36][NH:41]2)[CH:10]=1. The yield is 0.820. (2) The reactants are [CH2:8]1[CH2:13][CH:12]2O[C:8]3(O)[CH:13](O[C:11]2(O)[CH2:10][CH2:9]1)[CH2:12][CH2:11][CH2:10][CH2:9]3.[CH:17]1([NH2:20])[CH2:19][CH2:18]1.[C:21](#[N:25])[CH2:22][C:23]#[N:24]. The catalyst is C1(C)C=CC=CC=1. The product is [NH2:25][C:21]1[N:20]([CH:17]2[CH2:19][CH2:18]2)[C:13]2[CH2:12][CH2:11][CH2:10][CH2:9][C:8]=2[C:22]=1[C:23]#[N:24]. The yield is 0.641.